From a dataset of Reaction yield outcomes from USPTO patents with 853,638 reactions. Predict the reaction yield, written as a fraction of the theoretical maximum amount of product (1.0 means a 100% yield; for example, 0.34 means a 34% yield). (1) The reactants are [NH:1]1[CH2:6][CH2:5][CH2:4][CH:3]([O:7][C:8]2[CH:13]=[CH:12][C:11]([NH:14][C:15]([C:17]3[N:18]=[C:19]([C:26]4[CH:31]=[CH:30][CH:29]=[CH:28][CH:27]=4)[O:20][C:21]=3[C:22]([F:25])([F:24])[F:23])=[O:16])=[CH:10][CH:9]=2)[CH2:2]1.[CH3:32][C:33]1([CH3:40])[CH2:37][C:36](=[O:38])[O:35][C:34]1=[O:39].C(N(CC)CC)C. The catalyst is CS(C)=O.C(OCC)(=O)C. The product is [CH3:32][C:33]([CH3:40])([CH2:37][C:36](=[O:38])[N:1]1[CH2:6][CH2:5][CH2:4][CH:3]([O:7][C:8]2[CH:13]=[CH:12][C:11]([NH:14][C:15]([C:17]3[N:18]=[C:19]([C:26]4[CH:31]=[CH:30][CH:29]=[CH:28][CH:27]=4)[O:20][C:21]=3[C:22]([F:25])([F:23])[F:24])=[O:16])=[CH:10][CH:9]=2)[CH2:2]1)[C:34]([OH:39])=[O:35]. The yield is 0.680. (2) The reactants are [F:1][C:2]1[CH:24]=[CH:23][C:5]([CH2:6][C@H:7]2[CH2:12][C@H:11]([C:13]3[O:17][NH:16][C:15](=[O:18])[CH:14]=3)[CH2:10][CH2:9][N:8]2[C:19]([O:21][CH3:22])=[O:20])=[CH:4][CH:3]=1.CCO.C(#N)C. The catalyst is C(=O)=O. The product is [F:1][C:2]1[CH:3]=[CH:4][C:5]([CH2:6][C@@H:7]2[CH2:12][C@@H:11]([C:13]3[O:17][NH:16][C:15](=[O:18])[CH:14]=3)[CH2:10][CH2:9][N:8]2[C:19]([O:21][CH3:22])=[O:20])=[CH:23][CH:24]=1. The yield is 0.300. (3) The reactants are [CH2:1]([C@H:8]([NH:38][C:39]([C@@H:41]([NH:46][C:47](=[O:50])[O:48][CH3:49])[C:42]([CH3:45])([CH3:44])[CH3:43])=[O:40])[CH2:9][C@H:10]([OH:37])[C@@H:11]([NH:19]C(OCC1C2C=CC=CC=2C2C1=CC=CC=2)=O)[CH2:12][C:13]1[CH:18]=[CH:17][CH:16]=[CH:15][CH:14]=1)[C:2]1[CH:7]=[CH:6][CH:5]=[CH:4][CH:3]=1.C(NCC)C. The catalyst is CN(C=O)C. The product is [NH2:19][C@@H:11]([CH2:12][C:13]1[CH:14]=[CH:15][CH:16]=[CH:17][CH:18]=1)[C@@H:10]([OH:37])[CH2:9][C@@H:8]([NH:38][C:39]([C@@H:41]([NH:46][C:47](=[O:50])[O:48][CH3:49])[C:42]([CH3:45])([CH3:44])[CH3:43])=[O:40])[CH2:1][C:2]1[CH:7]=[CH:6][CH:5]=[CH:4][CH:3]=1. The yield is 0.600. (4) The reactants are [N+:1]([C:4]1[CH:16]=[CH:15][C:7]2[S:8][C:9]([C:11]([O:13]C)=[O:12])=[CH:10][C:6]=2[CH:5]=1)([O-:3])=[O:2].Cl. The catalyst is CO.[OH-].[Na+]. The product is [N+:1]([C:4]1[CH:16]=[CH:15][C:7]2[S:8][C:9]([C:11]([OH:13])=[O:12])=[CH:10][C:6]=2[CH:5]=1)([O-:3])=[O:2]. The yield is 0.980. (5) The reactants are O1CCCC1.[CH:6]12[CH2:11][CH:10]1[CH2:9][N:8]([C:12]1[N:17]=[C:16]([NH:18][CH2:19][C:20]3[CH:25]=[CH:24][C:23]([O:26][CH3:27])=[C:22]([Cl:28])[CH:21]=3)[C:15]([C:29]([O:31]CC)=[O:30])=[CH:14][N:13]=1)[CH2:7]2.Cl. The catalyst is [OH-].[Na+].CO. The product is [CH:6]12[CH2:11][CH:10]1[CH2:9][N:8]([C:12]1[N:17]=[C:16]([NH:18][CH2:19][C:20]3[CH:25]=[CH:24][C:23]([O:26][CH3:27])=[C:22]([Cl:28])[CH:21]=3)[C:15]([C:29]([OH:31])=[O:30])=[CH:14][N:13]=1)[CH2:7]2. The yield is 0.996. (6) The reactants are [C:1]([O:5][C:6]([N:8]1[CH2:13][CH2:12][N:11]([C:14]2[N:19]=[CH:18][N:17]=[C:16]3[NH:20][N:21]=[CH:22][C:15]=23)[CH2:10][CH2:9]1)=[O:7])([CH3:4])([CH3:3])[CH3:2].[CH2:23]([O:25][C:26]1[CH:33]=[CH:32][C:29](CO)=[CH:28][CH:27]=1)[CH3:24].[C:34]1(P(C2C=CC=CC=2)C2C=CC=CC=2)C=CC=CC=1. The catalyst is O1CCCC1. The product is [CH2:23]([O:25][C:26]1[CH:27]=[C:28]([CH:29]=[CH:32][CH:33]=1)[CH2:34][N:20]1[C:16]2=[N:17][CH:18]=[N:19][C:14]([N:11]3[CH2:10][CH2:9][N:8]([C:6]([O:5][C:1]([CH3:4])([CH3:2])[CH3:3])=[O:7])[CH2:13][CH2:12]3)=[C:15]2[CH:22]=[N:21]1)[CH3:24]. The yield is 1.00. (7) The reactants are [Cl:1][C:2]1[CH:10]=[C:6]([C:7]([OH:9])=O)[C:5]([OH:11])=[CH:4][CH:3]=1.[F:12][C:13]([F:27])([F:26])[C:14]1[CH:15]=[C:16]([CH:19]=[C:20]([C:22]([F:25])([F:24])[F:23])[CH:21]=1)[NH:17][CH3:18].P(Cl)(Cl)Cl.ClC1C=CC=CC=1. The catalyst is CCCCCC. The product is [F:12][C:13]([F:26])([F:27])[C:14]1[CH:15]=[C:16]([N:17]([CH3:18])[C:7](=[O:9])[C:6]2[CH:10]=[C:2]([Cl:1])[CH:3]=[CH:4][C:5]=2[OH:11])[CH:19]=[C:20]([C:22]([F:23])([F:25])[F:24])[CH:21]=1. The yield is 0.139. (8) The reactants are [C:1]([O:5][C:6]([N:8]1[CH2:49][CH2:48][CH2:47][C:10]2([CH2:15][N:14]([CH2:16][C:17]3[C:22]([O:23][CH3:24])=[CH:21][C:20]([O:25][CH3:26])=[CH:19][C:18]=3[O:27][CH3:28])[C:13](=[O:29])[C:12]3[CH:30]=[C:31]([C:33]4[CH:38]=[CH:37][N:36]=[C:35]([NH:39][C:40]5[CH:45]=[CH:44][CH:43]=[CH:42][C:41]=5[NH2:46])[N:34]=4)[NH:32][C:11]2=3)[CH2:9]1)=[O:7])([CH3:4])([CH3:3])[CH3:2].CCN(C(C)C)C(C)C.[C:59](Cl)(=[O:62])[CH:60]=[CH2:61]. The catalyst is ClCCl. The product is [C:59]([NH:46][C:41]1[CH:42]=[CH:43][CH:44]=[CH:45][C:40]=1[NH:39][C:35]1[N:34]=[C:33]([C:31]2[NH:32][C:11]3[C:10]4([CH2:47][CH2:48][CH2:49][N:8]([C:6]([O:5][C:1]([CH3:4])([CH3:2])[CH3:3])=[O:7])[CH2:9]4)[CH2:15][N:14]([CH2:16][C:17]4[C:18]([O:27][CH3:28])=[CH:19][C:20]([O:25][CH3:26])=[CH:21][C:22]=4[O:23][CH3:24])[C:13](=[O:29])[C:12]=3[CH:30]=2)[CH:38]=[CH:37][N:36]=1)(=[O:62])[CH:60]=[CH2:61]. The yield is 0.850.